This data is from Reaction yield outcomes from USPTO patents with 853,638 reactions. The task is: Predict the reaction yield, written as a fraction of the theoretical maximum amount of product (1.0 means a 100% yield; for example, 0.34 means a 34% yield). (1) The reactants are Br[C:2]1[CH:7]=[CH:6][C:5]([OH:8])=[C:4]([O:9][CH2:10][CH3:11])[CH:3]=1.[B:12]1([B:12]2[O:16][C:15]([CH3:18])([CH3:17])[C:14]([CH3:20])([CH3:19])[O:13]2)[O:16][C:15]([CH3:18])([CH3:17])[C:14]([CH3:20])([CH3:19])[O:13]1. No catalyst specified. The product is [CH2:10]([O:9][C:4]1[CH:3]=[C:2]([B:12]2[O:16][C:15]([CH3:18])([CH3:17])[C:14]([CH3:20])([CH3:19])[O:13]2)[CH:7]=[CH:6][C:5]=1[OH:8])[CH3:11]. The yield is 0.380. (2) The reactants are [NH2:1][C:2]1[N:13]=[CH:12][C:11]([Br:14])=[CH:10][C:3]=1[C:4](N(OC)C)=[O:5].[CH3:15][O:16][C:17]1[CH:22]=[CH:21][CH:20]=[CH:19][C:18]=1[Mg]Br. The catalyst is C1COCC1. The product is [NH2:1][C:2]1[C:3]([C:4]([C:18]2[CH:19]=[CH:20][CH:21]=[CH:22][C:17]=2[O:16][CH3:15])=[O:5])=[CH:10][C:11]([Br:14])=[CH:12][N:13]=1. The yield is 0.790. (3) The reactants are [CH3:1][C:2]12[C:12](=[O:13])[CH2:11][CH2:10][CH2:9][C:8]1=[CH:7][C:5](=O)[CH2:4][CH2:3]2.C1(C)C=CC(S(O)(=O)=O)=CC=1.[CH2:25]([SH:28])[CH2:26][SH:27].O. The catalyst is C(O)(=O)C. The product is [CH3:1][C:2]12[C:12](=[O:13])[CH2:11][CH2:10][CH:9]=[C:8]1[CH2:7][C:5]1([S:28][CH2:25][CH2:26][S:27]1)[CH2:4][CH2:3]2. The yield is 0.873. (4) The reactants are C(OC([N:8]1[CH2:13][CH2:12][CH:11]([CH:14]([NH:17][S:18]([C:21]2[S:22][C:23]([Cl:26])=[CH:24][CH:25]=2)(=[O:20])=[O:19])[CH2:15][OH:16])[CH2:10][CH2:9]1)=O)(C)(C)C.FC(F)(F)C(O)=O. The catalyst is ClCCl. The product is [Cl:26][C:23]1[S:22][C:21]([S:18]([NH:17][C@@H:14]([CH:11]2[CH2:10][CH2:9][NH:8][CH2:13][CH2:12]2)[CH2:15][OH:16])(=[O:19])=[O:20])=[CH:25][CH:24]=1. The yield is 0.110.